Dataset: Full USPTO retrosynthesis dataset with 1.9M reactions from patents (1976-2016). Task: Predict the reactants needed to synthesize the given product. (1) Given the product [CH2:11]([O:1][C:2]1[CH:3]=[C:4]([CH:7]=[CH:8][CH:9]=1)[CH:5]=[O:6])[CH3:12], predict the reactants needed to synthesize it. The reactants are: [OH:1][C:2]1[CH:3]=[C:4]([CH:7]=[CH:8][CH:9]=1)[CH:5]=[O:6].I[CH2:11][CH3:12].C(=O)([O-])[O-].[Cs+].[Cs+]. (2) Given the product [N+:3]([C:6]1[CH:11]=[CH:10][C:9]([O:12][P:14]([CH3:13])([C:16]2[CH:21]=[CH:20][CH:19]=[CH:18][CH:17]=2)=[O:15])=[CH:8][CH:7]=1)([O-:5])=[O:4], predict the reactants needed to synthesize it. The reactants are: [H-].[Na+].[N+:3]([C:6]1[CH:11]=[CH:10][C:9]([OH:12])=[CH:8][CH:7]=1)([O-:5])=[O:4].[CH3:13][P:14](Cl)([C:16]1[CH:21]=[CH:20][CH:19]=[CH:18][CH:17]=1)=[O:15]. (3) Given the product [CH3:32][NH:33][C:3]([C:5]1[C:6]([OH:31])=[C:7]2[C:12](=[C:13]([C:15]#[N:16])[N:14]=1)[N:11]([CH2:17][C:18]1[CH:23]=[CH:22][CH:21]=[CH:20][CH:19]=1)[C:10](=[O:24])[C:9]([C:25]1[CH:26]=[CH:27][CH:28]=[CH:29][CH:30]=1)=[CH:8]2)=[O:2], predict the reactants needed to synthesize it. The reactants are: C[O:2][C:3]([C:5]1[C:6]([OH:31])=[C:7]2[C:12](=[C:13]([C:15]#[N:16])[N:14]=1)[N:11]([CH2:17][C:18]1[CH:23]=[CH:22][CH:21]=[CH:20][CH:19]=1)[C:10](=[O:24])[C:9]([C:25]1[CH:30]=[CH:29][CH:28]=[CH:27][CH:26]=1)=[CH:8]2)=O.[CH3:32][NH2:33].O. (4) Given the product [CH2:1]([O:8][C:9]1[CH:17]=[C:16]2[C:12]([CH2:13][C:14](=[O:18])[N:15]2[CH3:19])=[CH:11][CH:10]=1)[C:2]1[CH:3]=[CH:4][CH:5]=[CH:6][CH:7]=1, predict the reactants needed to synthesize it. The reactants are: [CH2:1]([O:8][C:9]1[CH:17]=[C:16]2[C:12]([CH2:13][C:14](=[O:18])[NH:15]2)=[CH:11][CH:10]=1)[C:2]1[CH:7]=[CH:6][CH:5]=[CH:4][CH:3]=1.[C:19]([O-])([O-])=O.[K+].[K+].CI. (5) Given the product [F:1][C:2]([F:16])([F:17])[C:3]1[CH:4]=[CH:5][C:6](/[CH:9]=[CH:10]/[CH2:11][OH:12])=[CH:7][CH:8]=1, predict the reactants needed to synthesize it. The reactants are: [F:1][C:2]([F:17])([F:16])[C:3]1[CH:8]=[CH:7][C:6](/[CH:9]=[CH:10]/[C:11](OCC)=[O:12])=[CH:5][CH:4]=1.[H-].C([Al+]CC(C)C)C(C)C. (6) Given the product [O:13]([C:20]1[CH:21]=[CH:22][C:23]([NH:24][C:1]([N:37]2[C:33]([NH2:32])=[N:34][C:35]([NH:38][C:39]3[CH:40]=[CH:41][C:42]([S:45](=[O:46])(=[O:47])[NH2:48])=[CH:43][CH:44]=3)=[N:36]2)=[S:2])=[CH:25][CH:26]=1)[C:14]1[CH:15]=[CH:16][CH:17]=[CH:18][CH:19]=1, predict the reactants needed to synthesize it. The reactants are: [C:1](N1C=CN=C1)(N1C=CN=C1)=[S:2].[O:13]([C:20]1[CH:26]=[CH:25][C:23]([NH2:24])=[CH:22][CH:21]=1)[C:14]1[CH:19]=[CH:18][CH:17]=[CH:16][CH:15]=1.N1C=CN=C1.[NH2:32][C:33]1[NH:37][N:36]=[C:35]([NH:38][C:39]2[CH:44]=[CH:43][C:42]([S:45]([NH2:48])(=[O:47])=[O:46])=[CH:41][CH:40]=2)[N:34]=1. (7) Given the product [CH2:22]([O:21][C:20]1[C:19]2[C:14](=[CH:15][C:16]([O:24][C:25]3[CH:30]=[CH:29][CH:28]=[CH:27][CH:26]=3)=[CH:17][CH:18]=2)[C:13]([CH3:31])=[N:12][C:11]=1[C:9]([NH:8][CH2:7][C:6]([OH:32])=[O:5])=[O:10])[CH3:23], predict the reactants needed to synthesize it. The reactants are: C([O:5][C:6](=[O:32])[CH2:7][NH:8][C:9]([C:11]1[N:12]=[C:13]([CH3:31])[C:14]2[C:19]([C:20]=1[O:21][CH2:22][CH3:23])=[CH:18][CH:17]=[C:16]([O:24][C:25]1[CH:30]=[CH:29][CH:28]=[CH:27][CH:26]=1)[CH:15]=2)=[O:10])(C)(C)C.FC(F)(F)C(O)=O.